From a dataset of CYP2C9 inhibition data for predicting drug metabolism from PubChem BioAssay. Regression/Classification. Given a drug SMILES string, predict its absorption, distribution, metabolism, or excretion properties. Task type varies by dataset: regression for continuous measurements (e.g., permeability, clearance, half-life) or binary classification for categorical outcomes (e.g., BBB penetration, CYP inhibition). Dataset: cyp2c9_veith. The drug is CN(C)Cc1nsc(N(C)C)n1. The result is 0 (non-inhibitor).